This data is from Forward reaction prediction with 1.9M reactions from USPTO patents (1976-2016). The task is: Predict the product of the given reaction. Given the reactants Cl[C:2]1[CH:24]=[CH:23][CH:22]=[C:21]([F:25])[C:3]=1[CH2:4][N:5]1[C:13]2[C:8](=[CH:9][CH:10]=[C:11]([C:14]([F:19])([F:18])[C:15]([OH:17])=[O:16])[CH:12]=2)[C:7]([CH3:20])=[N:6]1.C1(P(C2CCCCC2)C2C=CC=CC=2C2C(C(C)C)=CC(C(C)C)=CC=2C(C)C)CCCCC1.Cl.[CH3:61][N:62](C)C=O, predict the reaction product. The product is: [C:61]([C:2]1[CH:24]=[CH:23][CH:22]=[C:21]([F:25])[C:3]=1[CH2:4][N:5]1[C:13]2[C:8](=[CH:9][CH:10]=[C:11]([C:14]([F:19])([F:18])[C:15]([OH:17])=[O:16])[CH:12]=2)[C:7]([CH3:20])=[N:6]1)#[N:62].